Dataset: Catalyst prediction with 721,799 reactions and 888 catalyst types from USPTO. Task: Predict which catalyst facilitates the given reaction. (1) Reactant: [Cl:1][C:2]1[CH:11]=[CH:10][C:9]([N:12]2[CH2:16][CH2:15][CH:14]([N:17]([CH2:20][CH3:21])[CH2:18][CH3:19])[CH2:13]2)=[CH:8][C:3]=1[C:4](OC)=[O:5].[NH3:22]. Product: [Cl:1][C:2]1[CH:11]=[CH:10][C:9]([N:12]2[CH2:16][CH2:15][CH:14]([N:17]([CH2:20][CH3:21])[CH2:18][CH3:19])[CH2:13]2)=[CH:8][C:3]=1[C:4]([NH2:22])=[O:5]. The catalyst class is: 5. (2) Product: [O:1]=[C:2]1[NH:6][C@H:5]([C:7]2[CH:12]=[CH:11][CH:10]=[C:9]([C:13]#[C:14][C:15]3[CH:16]=[CH:17][CH:18]=[CH:19][CH:20]=3)[CH:8]=2)[C@@H:4]([C:21]#[N:23])[O:3]1. Reactant: [O:1]=[C:2]1[NH:6][C@H:5]([C:7]2[CH:12]=[CH:11][CH:10]=[C:9]([C:13]#[C:14][C:15]3[CH:20]=[CH:19][CH:18]=[CH:17][CH:16]=3)[CH:8]=2)[C@@H:4]([C:21]([NH2:23])=O)[O:3]1.P(Cl)(Cl)(Cl)=O.C(=O)(O)[O-].[Na+]. The catalyst class is: 4. (3) Reactant: C(OC(=O)[NH:7][C:8]1[CH:13]=[C:12]([N:14]([CH2:16][CH:17]2[CH2:19][CH2:18]2)[CH3:15])[C:11]([C:20]([F:23])([F:22])[F:21])=[CH:10][C:9]=1[NH:24][C:25](=[O:48])[CH2:26][C:27](=O)[C:28]1[CH:33]=[CH:32][CH:31]=[C:30]([N:34]2[C:38]([CH2:39][O:40]C3CCCCO3)=[CH:37][N:36]=[N:35]2)[CH:29]=1)(C)(C)C.C(O)(C(F)(F)F)=O. Product: [CH:17]1([CH2:16][N:14]([CH3:15])[C:12]2[C:11]([C:20]([F:21])([F:23])[F:22])=[CH:10][C:9]3[NH:24][C:25](=[O:48])[CH2:26][C:27]([C:28]4[CH:33]=[CH:32][CH:31]=[C:30]([N:34]5[C:38]([CH2:39][OH:40])=[CH:37][N:36]=[N:35]5)[CH:29]=4)=[N:7][C:8]=3[CH:13]=2)[CH2:18][CH2:19]1. The catalyst class is: 2. (4) Reactant: [ClH:1].[S:2]1[CH:6]=[CH:5][C:4]2[C:7]([N:11]3[CH2:16][CH2:15][NH:14][CH2:13][CH2:12]3)=[CH:8][CH:9]=[CH:10][C:3]1=2. Product: [ClH:1].[S:2]1[CH:6]=[CH:5][C:4]2[C:7]([N:11]3[CH2:16][CH2:15][NH:14][CH2:13][CH2:12]3)=[CH:8][CH:9]=[CH:10][C:3]1=2. The catalyst class is: 5.